Dataset: Reaction yield outcomes from USPTO patents with 853,638 reactions. Task: Predict the reaction yield, written as a fraction of the theoretical maximum amount of product (1.0 means a 100% yield; for example, 0.34 means a 34% yield). (1) The reactants are [N:1]1([C:6]([O:8][C:9]([CH3:12])([CH3:11])[CH3:10])=[O:7])[CH2:5][CH2:4][CH2:3][CH2:2]1.C([Li])(CC)C.Br[C:19]1[CH:28]=[CH:27][CH:26]=[C:25]2[C:20]=1[CH:21]=[CH:22][C:23]([S:29]([O:32][C:33]1[C:38]([F:39])=[C:37]([F:40])[C:36]([F:41])=[C:35]([F:42])[C:34]=1[F:43])(=[O:31])=[O:30])=[CH:24]2.F[B-](F)(F)F.C([PH+](C(C)(C)C)C(C)(C)C)(C)(C)C.[OH-].[NH4+]. The catalyst is [Cl-].[Zn+2].[Cl-].C([O-])(=O)C.[Pd+2].C([O-])(=O)C.C1COCC1. The product is [F:43][C:34]1[C:35]([F:42])=[C:36]([F:41])[C:37]([F:40])=[C:38]([F:39])[C:33]=1[O:32][S:29]([C:23]1[CH:24]=[C:25]2[C:20](=[CH:21][CH:22]=1)[C:19]([CH:2]1[CH2:3][CH2:4][CH2:5][N:1]1[C:6]([O:8][C:9]([CH3:12])([CH3:11])[CH3:10])=[O:7])=[CH:28][CH:27]=[CH:26]2)(=[O:31])=[O:30]. The yield is 0.591. (2) The yield is 1.00. The reactants are [CH2:1]([CH:3]1[CH:7]([C:8]2[N:12]3[C:13]4[CH:19]=[CH:18][NH:17][C:14]=4[N:15]=[CH:16][C:11]3=[N:10][N:9]=2)[CH2:6][CH:5]([CH2:20][CH2:21][CH2:22][C:23](OCC)=[O:24])[CH2:4]1)[CH3:2].[NH3:28]. The product is [CH2:1]([C@H:3]1[C@@H:7]([C:8]2[N:12]3[C:13]4[CH:19]=[CH:18][NH:17][C:14]=4[N:15]=[CH:16][C:11]3=[N:10][N:9]=2)[CH2:6][CH:5]([CH2:20][CH2:21][CH2:22][C:23]([NH2:28])=[O:24])[CH2:4]1)[CH3:2]. No catalyst specified. (3) The reactants are [Cl-].O[NH3+:3].[C:4](=[O:7])([O-])[OH:5].[Na+].CS(C)=O.[CH2:13]([C:17]1[N:18]=[C:19]([CH2:48][CH:49]2[CH2:51][CH2:50]2)[N:20]([C:39]2[CH:40]=[CH:41][C:42]3[O:46][CH2:45][CH2:44][C:43]=3[CH:47]=2)[C:21](=[O:38])[C:22]=1[CH2:23][C:24]1[CH:29]=[CH:28][C:27]([C:30]2[C:31]([C:36]#[N:37])=[CH:32][CH:33]=[CH:34][CH:35]=2)=[CH:26][CH:25]=1)[CH2:14][CH2:15][CH3:16]. The catalyst is C(OCC)(=O)C. The product is [CH2:13]([C:17]1[N:18]=[C:19]([CH2:48][CH:49]2[CH2:50][CH2:51]2)[N:20]([C:39]2[CH:40]=[CH:41][C:42]3[O:46][CH2:45][CH2:44][C:43]=3[CH:47]=2)[C:21](=[O:38])[C:22]=1[CH2:23][C:24]1[CH:25]=[CH:26][C:27]([C:30]2[CH:35]=[CH:34][CH:33]=[CH:32][C:31]=2[C:36]2[NH:3][C:4](=[O:7])[O:5][N:37]=2)=[CH:28][CH:29]=1)[CH2:14][CH2:15][CH3:16]. The yield is 0.820.